Dataset: Peptide-MHC class II binding affinity with 134,281 pairs from IEDB. Task: Regression. Given a peptide amino acid sequence and an MHC pseudo amino acid sequence, predict their binding affinity value. This is MHC class II binding data. (1) The peptide sequence is TKFKYLAGDYLSLAD. The MHC is DRB1_1501 with pseudo-sequence DRB1_1501. The binding affinity (normalized) is 0.584. (2) The MHC is DRB1_0405 with pseudo-sequence DRB1_0405. The binding affinity (normalized) is 0. The peptide sequence is LESDMIIPKSLAGPI. (3) The peptide sequence is VFLGSAYGIPKVPPG. The MHC is HLA-DQA10501-DQB10301 with pseudo-sequence HLA-DQA10501-DQB10301. The binding affinity (normalized) is 0.732. (4) The peptide sequence is NMLTHSINSLISDNL. The MHC is DRB1_1101 with pseudo-sequence DRB1_1101. The binding affinity (normalized) is 0.214. (5) The peptide sequence is KCVTVMAPDKPSLDI. The MHC is DRB1_0701 with pseudo-sequence DRB1_0701. The binding affinity (normalized) is 0.0176.